This data is from Full USPTO retrosynthesis dataset with 1.9M reactions from patents (1976-2016). The task is: Predict the reactants needed to synthesize the given product. (1) Given the product [Cl:1][C:2]1[CH:23]=[CH:22][C:5]2[N:6]([CH2:32][C:33]([OH:35])=[O:34])[C:7](=[N:9][C:10](=[O:21])[C:11]3[CH:16]=[CH:15][CH:14]=[C:13]([C:17]([F:20])([F:18])[F:19])[CH:12]=3)[S:8][C:4]=2[C:3]=1[F:24], predict the reactants needed to synthesize it. The reactants are: [Cl:1][C:2]1[CH:23]=[CH:22][C:5]2[NH:6][C:7](=[N:9][C:10](=[O:21])[C:11]3[CH:16]=[CH:15][CH:14]=[C:13]([C:17]([F:20])([F:19])[F:18])[CH:12]=3)[S:8][C:4]=2[C:3]=1[F:24].C(=O)([O-])[O-].[K+].[K+].Br[CH2:32][C:33]([O:35]CC)=[O:34]. (2) Given the product [C:1]([C:2]1[C:15]2[C:6](=[C:7]3[C:12](=[CH:13][CH:14]=2)[CH:11]=[CH:10][CH:9]=[N:8]3)[N:5]=[CH:4][CH:3]=1)([OH:16])=[O:22], predict the reactants needed to synthesize it. The reactants are: [CH3:1][C:2]1[C:15]2[C:6](=[C:7]3[C:12](=[CH:13][CH:14]=2)[CH:11]=[CH:10][CH:9]=[N:8]3)[N:5]=[CH:4][CH:3]=1.[O-:16][Mn](=O)(=O)=O.[K+].[OH2:22].